From a dataset of Forward reaction prediction with 1.9M reactions from USPTO patents (1976-2016). Predict the product of the given reaction. (1) Given the reactants [Cl:1][C:2]1[N:7]=[C:6]2[N:8](C(OC)=O)[CH:9]=[CH:10][C:5]2=[CH:4][CH:3]=1.[OH-].[Na+], predict the reaction product. The product is: [Cl:1][C:2]1[N:7]=[C:6]2[NH:8][CH:9]=[CH:10][C:5]2=[CH:4][CH:3]=1. (2) The product is: [CH2:13]([O:20][C:21]1[CH:26]=[CH:25][C:24]([C@@H:27]2[CH2:7][C@H:28]2[N+:29]([O-:31])=[O:30])=[CH:23][CH:22]=1)[C:14]1[CH:15]=[CH:16][CH:17]=[CH:18][CH:19]=1. Given the reactants [I-].C[S+](C)(C)=O.[CH3:7]C([O-])(C)C.[K+].[CH2:13]([O:20][C:21]1[CH:26]=[CH:25][C:24](/[CH:27]=[CH:28]/[N+:29]([O-:31])=[O:30])=[CH:23][CH:22]=1)[C:14]1[CH:19]=[CH:18][CH:17]=[CH:16][CH:15]=1.O, predict the reaction product. (3) Given the reactants [NH:1]1[C:9]2[C:4](=[CH:5][CH:6]=[CH:7][CH:8]=2)[C:3]2([C:13]3=[CH:14][C:15]4[O:21][CH2:20][CH2:19][CH2:18][O:17][C:16]=4[CH:22]=[C:12]3[O:11][CH2:10]2)[C:2]1=[O:23].N1C2C(=CC=CC=2)[C:26]2([C:36]3=CC4OCOC=4[CH:43]=[C:35]3[O:34][CH2:33]2)C1=O.CC1C=CC(S(OC[C@H]2CCCO2)(=O)=O)=CC=1.CC1C=CC(S(OC[C@H]2COCCO2)(=O)=O)=CC=1, predict the reaction product. The product is: [O:34]1[CH2:33][CH2:26][CH2:36][C@@H:35]1[CH2:43][N:1]1[C:9]2[C:4](=[CH:5][CH:6]=[CH:7][CH:8]=2)[C:3]2([C:13]3=[CH:14][C:15]4[O:21][CH2:20][CH2:19][CH2:18][O:17][C:16]=4[CH:22]=[C:12]3[O:11][CH2:10]2)[C:2]1=[O:23]. (4) Given the reactants Cl[CH2:2][C:3]1[N:4]=[C:5]([C:9]2[CH:14]=[CH:13][C:12]([Cl:15])=[CH:11][CH:10]=2)[O:6][C:7]=1[CH3:8].[NH:16]1[CH2:21][CH2:20][CH:19]([C:22]([O:24][CH2:25][CH3:26])=[O:23])[CH2:18][CH2:17]1.C([O-])([O-])=O.[K+].[K+], predict the reaction product. The product is: [Cl:15][C:12]1[CH:13]=[CH:14][C:9]([C:5]2[O:6][C:7]([CH3:8])=[C:3]([CH2:2][N:16]3[CH2:21][CH2:20][CH:19]([C:22]([O:24][CH2:25][CH3:26])=[O:23])[CH2:18][CH2:17]3)[N:4]=2)=[CH:10][CH:11]=1. (5) Given the reactants [Br:1][C:2]1[CH:10]=[CH:9][C:8]([C:11]([F:14])([F:13])[F:12])=[CH:7][C:3]=1[C:4](O)=[O:5].B.O1CCCC1, predict the reaction product. The product is: [Br:1][C:2]1[CH:10]=[CH:9][C:8]([C:11]([F:13])([F:14])[F:12])=[CH:7][C:3]=1[CH2:4][OH:5].